From a dataset of Catalyst prediction with 721,799 reactions and 888 catalyst types from USPTO. Predict which catalyst facilitates the given reaction. (1) Reactant: C1(P(C2CCCCC2)C2C=CC=CC=2C2C(C(C)C)=CC(C(C)C)=CC=2C(C)C)CCCCC1.[O:35]1[CH2:40][CH2:39][N:38]([C:41]2[CH:42]=[C:43]([NH2:47])[CH:44]=[N:45][CH:46]=2)[CH2:37][CH2:36]1.Cl[C:49]1[C:58]2[C:53](=[CH:54][C:55]([F:60])=[CH:56][C:57]=2[F:59])[N:52]=[C:51]([C:61]2[CH:66]=[CH:65][N:64]=[C:63]([O:67][CH3:68])[CH:62]=2)[C:50]=1[CH3:69].CC(C)([O-])C.[Na+]. Product: [F:59][C:57]1[CH:56]=[C:55]([F:60])[CH:54]=[C:53]2[C:58]=1[C:49]([NH:47][C:43]1[CH:44]=[N:45][CH:46]=[C:41]([N:38]3[CH2:39][CH2:40][O:35][CH2:36][CH2:37]3)[CH:42]=1)=[C:50]([CH3:69])[C:51]([C:61]1[CH:66]=[CH:65][N:64]=[C:63]([O:67][CH3:68])[CH:62]=1)=[N:52]2. The catalyst class is: 101. (2) Reactant: [CH3:1][O:2][C:3]1[CH:4]=[C:5]([CH2:11][C:12]([OH:14])=[O:13])[CH:6]=[CH:7][C:8]=1[O:9][CH3:10].[CH3:15]O. Product: [CH3:1][O:2][C:3]1[CH:4]=[C:5]([CH2:11][C:12]([O:14][CH3:15])=[O:13])[CH:6]=[CH:7][C:8]=1[O:9][CH3:10]. The catalyst class is: 82. (3) Reactant: [CH:1]1([NH2:5])[CH2:4][CH2:3][CH2:2]1.Br[CH2:7][C:8]([O:10][C:11]([CH3:14])([CH3:13])[CH3:12])=[O:9].C(=O)([O-])[O-].[K+].[K+].O. Product: [CH:1]1([NH:5][CH2:7][C:8]([O:10][C:11]([CH3:14])([CH3:13])[CH3:12])=[O:9])[CH2:4][CH2:3][CH2:2]1. The catalyst class is: 10. (4) Reactant: [NH2:1][C:2]1[C:7]([Br:8])=[N:6][C:5]([Br:9])=[CH:4][N:3]=1.[CH2:10]1COC[CH2:11]1.C(OC(OCC)CBr)C. Product: [Br:9][C:5]1[N:6]=[C:7]([Br:8])[C:2]2[N:3]([CH:10]=[CH:11][N:1]=2)[CH:4]=1. The catalyst class is: 6. (5) Reactant: C(OC(=O)[NH:7][C:8]1([C:12]2[CH:17]=[CH:16][C:15]([C:18]3[C:23]([C:24]4[CH:29]=[CH:28][CH:27]=[CH:26][CH:25]=4)=[CH:22][N:21]4[N:30]=[C:31]([C:39]5[CH:44]=[CH:43][CH:42]=[CH:41][CH:40]=5)[C:32]([C:33]5[CH:38]=[CH:37][CH:36]=[CH:35][CH:34]=5)=[C:20]4[N:19]=3)=[CH:14][CH:13]=2)[CH2:11][CH2:10][CH2:9]1)(C)(C)C.C(O)(C(F)(F)F)=O. Product: [C:39]1([C:31]2[C:32]([C:33]3[CH:34]=[CH:35][CH:36]=[CH:37][CH:38]=3)=[C:20]3[N:19]=[C:18]([C:15]4[CH:16]=[CH:17][C:12]([C:8]5([NH2:7])[CH2:9][CH2:10][CH2:11]5)=[CH:13][CH:14]=4)[C:23]([C:24]4[CH:25]=[CH:26][CH:27]=[CH:28][CH:29]=4)=[CH:22][N:21]3[N:30]=2)[CH:40]=[CH:41][CH:42]=[CH:43][CH:44]=1. The catalyst class is: 2.